From a dataset of Reaction yield outcomes from USPTO patents with 853,638 reactions. Predict the reaction yield, written as a fraction of the theoretical maximum amount of product (1.0 means a 100% yield; for example, 0.34 means a 34% yield). (1) The reactants are [F:1][C:2]1[CH:7]=[CH:6][CH:5]=[C:4]([F:8])[C:3]=1[C:9]1[N:10](S(C2C=CC=CC=2)(=O)=O)[C:11]2[C:16]([CH:17]=1)=[CH:15][C:14]([C:18]1[C:19]([CH3:31])=[CH:20][C:21]([C:24]3[CH:25]=[N:26][C:27]([NH2:30])=[N:28][CH:29]=3)=[N:22][CH:23]=1)=[CH:13][CH:12]=2.C(=O)([O-])[O-].[Cs+].[Cs+].CO. The catalyst is C1COCC1. The product is [F:8][C:4]1[CH:5]=[CH:6][CH:7]=[C:2]([F:1])[C:3]=1[C:9]1[NH:10][C:11]2[C:16]([CH:17]=1)=[CH:15][C:14]([C:18]1[C:19]([CH3:31])=[CH:20][C:21]([C:24]3[CH:25]=[N:26][C:27]([NH2:30])=[N:28][CH:29]=3)=[N:22][CH:23]=1)=[CH:13][CH:12]=2. The yield is 0.268. (2) The reactants are Cl[C:2]1[N:7]=[CH:6][C:5]2[CH:8]=[N:9][N:10]([C:11]3[N:16]=[C:15]([N:17]4[CH2:22][CH2:21][CH2:20][C@H:19]([NH:23][C:24](=[O:26])[OH:25])[CH2:18]4)[C:14]([C:27]#[N:28])=[CH:13][CH:12]=3)[C:4]=2[CH:3]=1.C[Sn](C)(C)[C:31]1[CH:36]=[N:35][CH:34]=[C:33]([CH3:37])[N:32]=1. The catalyst is C1(P(C2C=CC=CC=2)C2C=CC=CC=2)C=CC=CC=1.C1(P(C2C=CC=CC=2)C2C=CC=CC=2)C=CC=CC=1.C1(P(C2C=CC=CC=2)C2C=CC=CC=2)C=CC=CC=1.C1(P(C2C=CC=CC=2)C2C=CC=CC=2)C=CC=CC=1.[Pd]. The product is [C:27]([C:14]1[C:15]([N:17]2[CH2:22][CH2:21][CH2:20][C@H:19]([NH:23][C:24](=[O:26])[O:25][C:5]([CH3:8])([CH3:6])[CH3:4])[CH2:18]2)=[N:16][C:11]([N:10]2[C:4]3[CH:3]=[C:2]([C:31]4[CH:36]=[N:35][CH:34]=[C:33]([CH3:37])[N:32]=4)[N:7]=[CH:6][C:5]=3[CH:8]=[N:9]2)=[CH:12][CH:13]=1)#[N:28]. The yield is 0.940. (3) The reactants are [Cl:1][C:2]1[CH:11]=[C:10]([CH:12]=[CH2:13])[C:9]([O:14][CH3:15])=[CH:8][C:3]=1[C:4]([O:6]C)=[O:5].CO.[OH-].[Na+]. The catalyst is O. The product is [Cl:1][C:2]1[CH:11]=[C:10]([CH:12]=[CH2:13])[C:9]([O:14][CH3:15])=[CH:8][C:3]=1[C:4]([OH:6])=[O:5]. The yield is 0.940. (4) The reactants are [CH3:1][N:2]1[CH:6]=[C:5]([C:7]2[CH:12]=[CH:11][CH:10]=[C:9](B3OC(C)(C)C(C)(C)O3)[CH:8]=2)[CH:4]=[N:3]1.Cl[C:23]1[N:28]=[CH:27][C:26]([C:29]2[S:33][C:32]([C:34]([N:36]3[CH2:40][CH2:39][C@@H:38]([OH:41])[CH2:37]3)=[O:35])=[N:31][N:30]=2)=[C:25]([NH:42][CH:43]([CH3:45])[CH3:44])[CH:24]=1.C([O-])([O-])=O.[K+].[K+]. The catalyst is O1CCOCC1.C1CCC(P(C2CCCCC2)C2CCCCC2)CC1.C1CCC(P(C2CCCCC2)C2CCCCC2)CC1.Cl[Pd]Cl. The product is [OH:41][C@@H:38]1[CH2:39][CH2:40][N:36]([C:34]([C:32]2[S:33][C:29]([C:26]3[CH:27]=[N:28][C:23]([C:9]4[CH:10]=[CH:11][CH:12]=[C:7]([C:5]5[CH:4]=[N:3][N:2]([CH3:1])[CH:6]=5)[CH:8]=4)=[CH:24][C:25]=3[NH:42][CH:43]([CH3:45])[CH3:44])=[N:30][N:31]=2)=[O:35])[CH2:37]1. The yield is 0.270. (5) The reactants are Cl[CH2:2][C:3]1[CH:13]=[CH:12][C:6]2[N:7]=[C:8]([S:10][CH3:11])[S:9][C:5]=2[CH:4]=1.[NH:14]1[CH:18]=[C:17]([C:19]([O:21][CH3:22])=[O:20])[N:16]=[CH:15]1.C([O-])([O-])=O.[K+].[K+]. The catalyst is CN(C=O)C. The product is [CH3:11][S:10][C:8]1[S:9][C:5]2[CH:4]=[C:3]([CH2:2][N:14]3[CH:18]=[C:17]([C:19]([O:21][CH3:22])=[O:20])[N:16]=[CH:15]3)[CH:13]=[CH:12][C:6]=2[N:7]=1. The yield is 0.190. (6) The reactants are Cl[C:2]1[N:7]=[N:6][C:5]([NH2:8])=[CH:4][CH:3]=1.[C:9]([N:16]1[CH2:21][CH2:20][NH:19][CH2:18][CH2:17]1)([O:11][C:12]([CH3:15])([CH3:14])[CH3:13])=[O:10]. No catalyst specified. The product is [NH2:8][C:5]1[N:6]=[N:7][C:2]([N:19]2[CH2:18][CH2:17][N:16]([C:9]([O:11][C:12]([CH3:15])([CH3:14])[CH3:13])=[O:10])[CH2:21][CH2:20]2)=[CH:3][CH:4]=1. The yield is 0.600.